This data is from Catalyst prediction with 721,799 reactions and 888 catalyst types from USPTO. The task is: Predict which catalyst facilitates the given reaction. Product: [NH2:18][C:15]1[CH:16]=[CH:17][C:12]([O:11][CH2:10][CH2:9][OH:8])=[C:13]([Cl:21])[CH:14]=1. Reactant: C([Si]([O:8][CH2:9][CH2:10][O:11][C:12]1[CH:17]=[CH:16][C:15]([N+:18]([O-])=O)=[CH:14][C:13]=1[Cl:21])(C)C)(C)(C)C.O.O.Cl[Sn]Cl.CCOC(C)=O.C([O-])(O)=O.[Na+]. The catalyst class is: 14.